This data is from Full USPTO retrosynthesis dataset with 1.9M reactions from patents (1976-2016). The task is: Predict the reactants needed to synthesize the given product. (1) Given the product [F:19][C:18]([F:21])([F:20])[C:17]([CH3:23])([CH3:22])[CH2:16][N:13]1[CH2:14][CH2:15][CH:10]([CH2:9][O:8][C:5]2[N:6]=[CH:7][C:2]([C:31]3[CH:32]=[CH:33][C:28]([C:26]([O:25][CH3:24])=[O:27])=[CH:29][CH:30]=3)=[CH:3][CH:4]=2)[CH2:11][CH2:12]1, predict the reactants needed to synthesize it. The reactants are: Br[C:2]1[CH:3]=[CH:4][C:5]([O:8][CH2:9][CH:10]2[CH2:15][CH2:14][N:13]([CH2:16][C:17]([CH3:23])([CH3:22])[C:18]([F:21])([F:20])[F:19])[CH2:12][CH2:11]2)=[N:6][CH:7]=1.[CH3:24][O:25][C:26]([C:28]1[CH:33]=[CH:32][C:31](B(O)O)=[CH:30][CH:29]=1)=[O:27].C([O-])([O-])=O.[Cs+].[Cs+].O1CCOCC1. (2) Given the product [CH3:6][O:8][C:9]([C:11]1[CH:15]=[C:14]([C:16]2[CH:21]=[CH:20][CH:19]=[CH:18][N:17]=2)[N:13]([C:22]2[N:23]=[N:24][C:25]([O:2][CH3:1])=[CH:26][CH:27]=2)[N:12]=1)=[O:10], predict the reactants needed to synthesize it. The reactants are: [CH3:1][O-:2].[Na+].CO.[CH2:6]([O:8][C:9]([C:11]1[CH:15]=[C:14]([C:16]2[CH:21]=[CH:20][CH:19]=[CH:18][N:17]=2)[N:13]([C:22]2[N:23]=[N:24][C:25](Cl)=[CH:26][CH:27]=2)[N:12]=1)=[O:10])C. (3) The reactants are: [H-].[Na+].[Cl:3][C:4]1[CH:8]=[CH:7][NH:6][C:5]=1[C:9]([O:11][CH3:12])=[O:10].I[CH3:14]. Given the product [Cl:3][C:4]1[CH:8]=[CH:7][N:6]([CH3:14])[C:5]=1[C:9]([O:11][CH3:12])=[O:10], predict the reactants needed to synthesize it.